From a dataset of Forward reaction prediction with 1.9M reactions from USPTO patents (1976-2016). Predict the product of the given reaction. Given the reactants [NH2:1][C:2]1[S:6][C:5]([C:7]2[CH2:11][CH2:10][CH2:9][CH:8]=2)=[N:4][C:3]=1[C:12]([NH:14][C:15]1[CH:16]=[N:17][N:18]([CH3:29])[C:19]=1[C@@H:20]1[CH2:26][CH2:25][C@@H:24]([NH2:27])[C@H:23]([F:28])[CH2:22][O:21]1)=[O:13], predict the reaction product. The product is: [NH2:1][C:2]1[S:6][C:5]([CH:7]2[CH2:11][CH2:10][CH2:9][CH2:8]2)=[N:4][C:3]=1[C:12]([NH:14][C:15]1[CH:16]=[N:17][N:18]([CH3:29])[C:19]=1[C@@H:20]1[CH2:26][CH2:25][C@@H:24]([NH2:27])[C@H:23]([F:28])[CH2:22][O:21]1)=[O:13].